From a dataset of TCR-epitope binding with 47,182 pairs between 192 epitopes and 23,139 TCRs. Binary Classification. Given a T-cell receptor sequence (or CDR3 region) and an epitope sequence, predict whether binding occurs between them. The epitope is TFYLTNDVSFL. The TCR CDR3 sequence is CASSVSKGPKNIQYF. Result: 0 (the TCR does not bind to the epitope).